This data is from Acute oral toxicity (LD50) regression data from Zhu et al.. The task is: Regression/Classification. Given a drug SMILES string, predict its toxicity properties. Task type varies by dataset: regression for continuous values (e.g., LD50, hERG inhibition percentage) or binary classification for toxic/non-toxic outcomes (e.g., AMES mutagenicity, cardiotoxicity, hepatotoxicity). Dataset: ld50_zhu. (1) The compound is CCOP(=S)(CC)SCN1C(=O)c2ccccc2C1=O. The rat oral LD50 is 4.37, given as -log10 of the dose in mol/kg body weight (higher means more acutely toxic). (2) The drug is O=C(O)CC(C(=O)O)C(CC(=O)O)C(=O)O. The rat oral LD50 is 2.13, given as -log10 of the dose in mol/kg body weight (higher means more acutely toxic). (3) The drug is C=CCn1c(C)cc(OP(=O)(OC)OC)cc1=O. The rat oral LD50 is 5.05, given as -log10 of the dose in mol/kg body weight (higher means more acutely toxic). (4) The drug is CNC(=O)Oc1c(C(C)C)ccc(C)c1Cl. The rat oral LD50 is 2.98, given as -log10 of the dose in mol/kg body weight (higher means more acutely toxic). (5) The compound is COP(=O)(OC)OC. The rat oral LD50 is 2.22, given as -log10 of the dose in mol/kg body weight (higher means more acutely toxic). (6) The drug is C=COCC(CC)CCCC. The rat oral LD50 is 2.06, given as -log10 of the dose in mol/kg body weight (higher means more acutely toxic). (7) The drug is CCCCCOC(CBr)c1ccc(C2CCCCC2)cc1. The rat oral LD50 is 3.15, given as -log10 of the dose in mol/kg body weight (higher means more acutely toxic). (8) The molecule is C=CCOc1ccccc1C(N)=O. The rat oral LD50 is 2.36, given as -log10 of the dose in mol/kg body weight (higher means more acutely toxic). (9) The drug is C1CNCCNC1. The rat oral LD50 is 1.55, given as -log10 of the dose in mol/kg body weight (higher means more acutely toxic).